Dataset: Catalyst prediction with 721,799 reactions and 888 catalyst types from USPTO. Task: Predict which catalyst facilitates the given reaction. (1) Reactant: [N:1]1[CH:6]=[CH:5][CH:4]=[N:3][C:2]=1[N:7]1[CH2:12][CH2:11][N:10]([C:13]2[CH:22]=[CH:21][C:16]([C:17]([NH:19][NH2:20])=[O:18])=[CH:15][CH:14]=2)[CH2:9][CH2:8]1.N1C=CC=CC=1.Cl[C:30]([C:32]1[CH:41]=[CH:40][C:35]([C:36]([O:38][CH3:39])=[O:37])=[CH:34][CH:33]=1)=[O:31].O. Product: [N:1]1[CH:6]=[CH:5][CH:4]=[N:3][C:2]=1[N:7]1[CH2:8][CH2:9][N:10]([C:13]2[CH:14]=[CH:15][C:16]([C:17]([NH:19][NH:20][C:30]([C:32]3[CH:41]=[CH:40][C:35]([C:36]([O:38][CH3:39])=[O:37])=[CH:34][CH:33]=3)=[O:31])=[O:18])=[CH:21][CH:22]=2)[CH2:11][CH2:12]1. The catalyst class is: 9. (2) Reactant: [CH3:1][O:2][C:3]1[CH:12]=[C:11]2[C:6]([N:7]=[CH:8][C:9](=[O:33])[N:10]2[CH2:13][CH2:14][N:15]2[CH2:20][CH2:19][CH:18]([NH:21][CH2:22][C:23]3[CH:27]=[C:26]([C:28]4[S:29][CH:30]=[CH:31][CH:32]=4)[O:25][N:24]=3)[CH2:17][CH2:16]2)=[CH:5][CH:4]=1.[ClH:34].C(OCC)(=O)C. Product: [ClH:34].[CH3:1][O:2][C:3]1[CH:12]=[C:11]2[C:6]([N:7]=[CH:8][C:9](=[O:33])[N:10]2[CH2:13][CH2:14][N:15]2[CH2:20][CH2:19][CH:18]([NH:21][CH2:22][C:23]3[CH:27]=[C:26]([C:28]4[S:29][CH:30]=[CH:31][CH:32]=4)[O:25][N:24]=3)[CH2:17][CH2:16]2)=[CH:5][CH:4]=1. The catalyst class is: 13. (3) Reactant: [C:1]([NH:4][CH2:5][CH2:6][CH2:7][S:8]([O:11][CH2:12][C:13]([CH3:27])([CH3:26])[C@@H:14]([OH:25])[C:15]([O:17][CH2:18][CH2:19][O:20][C:21](=[O:24])[CH2:22]O)=[O:16])(=[O:10])=[O:9])(=[O:3])[CH3:2].[P:28](Cl)(OC1C=CC=CC=1)([O:30][C:31]1[CH:36]=[CH:35][CH:34]=[CH:33][CH:32]=1)=[O:29].N1C=CC=CC=1.C(N(CC)CC)C. Product: [C:1]([NH:4][CH2:5][CH2:6][CH2:7][S:8]([O:11][CH2:12][C:13]([CH3:26])([CH3:27])[C@@H:14]([OH:25])[C:15]([O:17][CH2:18][CH2:19][O:20][C:21](=[O:24])[CH2:22][PH:28]([O:30][C:31]1[CH:36]=[CH:35][CH:34]=[CH:33][CH:32]=1)=[O:29])=[O:16])(=[O:9])=[O:10])(=[O:3])[CH3:2]. The catalyst class is: 4. (4) Reactant: [C:1]([C:3]1[C:4]([N:15]2[CH2:20][CH2:19][C:18]([CH3:24])([C:21](O)=[O:22])[CH2:17][CH2:16]2)=[N:5][C:6]([CH3:14])=[C:7]([C:9]([O:11][CH2:12][CH3:13])=[O:10])[CH:8]=1)#[N:2].CCN=C=NCCCN(C)C.C1C=CC2N(O)N=NC=2C=1.[C:46]1([CH2:52][S:53]([NH2:56])(=[O:55])=[O:54])[CH:51]=[CH:50][CH:49]=[CH:48][CH:47]=1.CCN(C(C)C)C(C)C. Product: [CH2:12]([O:11][C:9](=[O:10])[C:7]1[CH:8]=[C:3]([C:1]#[N:2])[C:4]([N:15]2[CH2:20][CH2:19][C:18]([C:21]([NH:56][S:53]([CH2:52][C:46]3[CH:47]=[CH:48][CH:49]=[CH:50][CH:51]=3)(=[O:54])=[O:55])=[O:22])([CH3:24])[CH2:17][CH2:16]2)=[N:5][C:6]=1[CH3:14])[CH3:13]. The catalyst class is: 585. (5) Reactant: [CH:1]1([C:4]2[S:25][C:7]3[NH:8][C:9](=[O:24])[N:10]([CH2:13][C:14]4[CH:19]=[CH:18][C:17]([O:20][CH3:21])=[CH:16][C:15]=4[O:22][CH3:23])[C:11](=[O:12])[C:6]=3[CH:5]=2)[CH2:3][CH2:2]1.Br[CH2:27][C:28]1[CH:33]=[CH:32][C:31]([C:34]2[C:35]([C:40]#[N:41])=[CH:36][CH:37]=[CH:38][CH:39]=2)=[CH:30][CH:29]=1.C(=O)([O-])[O-].[K+].[K+]. Product: [CH:1]1([C:4]2[S:25][C:7]3[N:8]([CH2:27][C:28]4[CH:29]=[CH:30][C:31]([C:34]5[C:35]([C:40]#[N:41])=[CH:36][CH:37]=[CH:38][CH:39]=5)=[CH:32][CH:33]=4)[C:9](=[O:24])[N:10]([CH2:13][C:14]4[CH:19]=[CH:18][C:17]([O:20][CH3:21])=[CH:16][C:15]=4[O:22][CH3:23])[C:11](=[O:12])[C:6]=3[CH:5]=2)[CH2:3][CH2:2]1. The catalyst class is: 10. (6) The catalyst class is: 19. Reactant: [N+:1]([C:4]1[CH:5]=[C:6]([CH:10]=[CH:11][C:12]([O:14][CH2:15][CH3:16])=[O:13])[CH:7]=[CH:8][CH:9]=1)([O-])=O. Product: [NH2:1][C:4]1[CH:5]=[C:6]([CH2:10][CH2:11][C:12]([O:14][CH2:15][CH3:16])=[O:13])[CH:7]=[CH:8][CH:9]=1.